From a dataset of Reaction yield outcomes from USPTO patents with 853,638 reactions. Predict the reaction yield, written as a fraction of the theoretical maximum amount of product (1.0 means a 100% yield; for example, 0.34 means a 34% yield). (1) The reactants are FC(F)(F)CCS(N([C@@H](CCC=C)C(OC)=O)C)(=O)=O.[CH2:21]([O:23][C:24]1[CH:28]=[CH:27][S:26][C:25]=1[C:29]([N:31]([C@@H:33]([CH2:38][CH:39]=[CH2:40])[C:34]([O:36]C)=[O:35])[CH3:32])=[O:30])[CH3:22]. No catalyst specified. The product is [CH2:21]([O:23][C:24]1[CH:28]=[CH:27][S:26][C:25]=1[C:29]([N:31]([C@@H:33]([CH2:38][CH:39]=[CH2:40])[C:34]([OH:36])=[O:35])[CH3:32])=[O:30])[CH3:22]. The yield is 0.890. (2) The reactants are Cl[CH2:2][CH2:3][CH2:4][N:5]1[C:14]2[C:9](=[C:10]([CH3:15])[CH:11]=[CH:12][CH:13]=2)[CH:8]=[CH:7][C:6]1=[O:16].C([O-])([O-])=O.[K+].[K+].[CH2:23]([CH:27]1[CH2:32][CH2:31][NH:30][CH2:29][CH2:28]1)[CH2:24][CH2:25][CH3:26]. The yield is 0.740. The product is [CH2:23]([CH:27]1[CH2:32][CH2:31][N:30]([CH2:2][CH2:3][CH2:4][N:5]2[C:14]3[C:9](=[C:10]([CH3:15])[CH:11]=[CH:12][CH:13]=3)[CH:8]=[CH:7][C:6]2=[O:16])[CH2:29][CH2:28]1)[CH2:24][CH2:25][CH3:26]. The catalyst is CC#N.CCOC(C)=O. (3) The reactants are [CH3:1][C:2]1[S:6][C:5]([C:7]([O:9]C)=[O:8])=[CH:4][C:3]=1[C:11]1[N:15]([CH3:16])[N:14]=[CH:13][C:12]=1[CH2:17][CH2:18][CH3:19].[OH-].[Na+]. The catalyst is O1CCCC1. The product is [CH3:1][C:2]1[S:6][C:5]([C:7]([OH:9])=[O:8])=[CH:4][C:3]=1[C:11]1[N:15]([CH3:16])[N:14]=[CH:13][C:12]=1[CH2:17][CH2:18][CH3:19]. The yield is 1.00. (4) The reactants are Cl.[CH3:2][O:3][C:4](=[O:17])[C@H:5]([CH2:7][C:8]1[CH:13]=[CH:12][C:11]([N+:14]([O-:16])=[O:15])=[CH:10][CH:9]=1)[NH2:6].[CH3:18][S:19][CH2:20][CH2:21][CH2:22][CH2:23][C:24]1([C:29](O)=[O:30])[CH2:28][CH2:27][CH2:26][CH2:25]1.CN(C(ON1N=NC2C=CC=CC1=2)=[N+](C)C)C.F[P-](F)(F)(F)(F)F.C(N(C(C)C)CC)(C)C. The catalyst is CN(C=O)C.C(OCC)(=O)C. The product is [CH3:2][O:3][C:4](=[O:17])[C@H:5]([CH2:7][C:8]1[CH:13]=[CH:12][C:11]([N+:14]([O-:16])=[O:15])=[CH:10][CH:9]=1)[NH:6][C:29]([C:24]1([CH2:23][CH2:22][CH2:21][CH2:20][S:19][CH3:18])[CH2:28][CH2:27][CH2:26][CH2:25]1)=[O:30]. The yield is 0.780. (5) The reactants are [CH3:1][O:2][C:3]1[C:11]([O:12][CH3:13])=[C:10]([O:14][CH3:15])[CH:9]=[CH:8][C:4]=1[C:5]([OH:7])=O.C[NH3+].F[P-](F)(F)(F)(F)F.N1(OC(N(C)C)=[N+](C)C)C2N=CC=CC=2N=N1.F[P-](F)(F)(F)(F)F.C(N(C(C)C)CC)(C)C.C(O)=O.[NH2:61][CH2:62][CH2:63][C:64]1[N:68]=[C:67]([C:69]([O:71][CH2:72][CH3:73])=[O:70])[NH:66][N:65]=1. The catalyst is CN(C)C(=O)C. The product is [CH3:1][O:2][C:3]1[C:11]([O:12][CH3:13])=[C:10]([O:14][CH3:15])[CH:9]=[CH:8][C:4]=1[C:5]([NH:61][CH2:62][CH2:63][C:64]1[N:68]=[C:67]([C:69]([O:71][CH2:72][CH3:73])=[O:70])[NH:66][N:65]=1)=[O:7]. The yield is 0.360.